This data is from Reaction yield outcomes from USPTO patents with 853,638 reactions. The task is: Predict the reaction yield, written as a fraction of the theoretical maximum amount of product (1.0 means a 100% yield; for example, 0.34 means a 34% yield). (1) The reactants are [CH3:1][O:2][C:3]1[CH:4]=[C:5]([CH:17]=[CH:18][C:19]=1[O:20][CH3:21])[CH2:6][C:7]1[O:11][N:10]=[C:9]([C:12]([O:14]CC)=O)[N:8]=1.Cl.[Cl:23][C:24]1[CH:25]=[C:26]2[C:30](=[CH:31][CH:32]=1)[NH:29][CH:28]=[C:27]2[CH2:33][CH2:34][NH2:35].CN(C(ON1N=NC2C=CC=NC1=2)=[N+](C)C)C.F[P-](F)(F)(F)(F)F.C(N(CC)C(C)C)(C)C. The catalyst is CO.[OH-].[Na+].O.CN(C=O)C. The product is [Cl:23][C:24]1[CH:25]=[C:26]2[C:30](=[CH:31][CH:32]=1)[NH:29][CH:28]=[C:27]2[CH2:33][CH2:34][NH:35][C:12]([C:9]1[N:8]=[C:7]([CH2:6][C:5]2[CH:17]=[CH:18][C:19]([O:20][CH3:21])=[C:3]([O:2][CH3:1])[CH:4]=2)[O:11][N:10]=1)=[O:14]. The yield is 0.320. (2) The reactants are [CH:1]([C:4]1[N:8]2[CH:9]=[C:10]([C:13]#[C:14][C:15]3[CH:20]=[CH:19][CH:18]=[C:17]([CH3:21])[N:16]=3)[CH:11]=[CH:12][C:7]2=[N:6][N:5]=1)([CH3:3])[CH3:2].[N:22]([Si](C)(C)C)=[N+:23]=[N-:24]. The catalyst is CN(C=O)C. The product is [CH:1]([C:4]1[N:8]2[CH:9]=[C:10]([C:13]3[N:22]=[N:23][NH:24][C:14]=3[C:15]3[CH:20]=[CH:19][CH:18]=[C:17]([CH3:21])[N:16]=3)[CH:11]=[CH:12][C:7]2=[N:6][N:5]=1)([CH3:3])[CH3:2]. The yield is 0.390. (3) The reactants are [CH3:1][NH:2][C:3](=[O:19])[C:4]1[CH:9]=[C:8]([C:10]#[N:11])[C:7]([CH2:12][N:13]=[N+]=[N-])=[CH:6][C:5]=1[N:16]([CH3:18])[CH3:17]. The catalyst is CO.[C].[Pd]. The product is [CH3:1][NH:2][C:3]([C:4]1[CH:9]=[C:8]2[C:7](=[CH:6][C:5]=1[N:16]([CH3:18])[CH3:17])[CH2:12][NH:13][C:10]2=[NH:11])=[O:19]. The yield is 0.420. (4) The reactants are [Na].[CH:2]([O:5][C:6]1[CH:11]=[CH:10][C:9]([N:12]2[C:17](=[O:18])[C:16]([CH2:19][C:20]3[CH:25]=[CH:24][C:23]([C:26]4[CH:31]=[CH:30][CH:29]=[CH:28][C:27]=4[C:32]4[NH:36][C:35](=[O:37])[O:34][N:33]=4)=[CH:22][CH:21]=3)=[C:15]([CH2:38][CH2:39][CH3:40])[N:14]=[C:13]2[CH3:41])=[CH:8][CH:7]=1)([CH3:4])[CH3:3].[Cl-].[Ca+2].[Cl-]. The catalyst is O. The product is [CH:2]([O:5][C:6]1[CH:11]=[CH:10][C:9]([N:12]2[C:17](=[O:18])[C:16]([CH2:19][C:20]3[CH:25]=[CH:24][C:23]([C:26]4[CH:31]=[CH:30][CH:29]=[CH:28][C:27]=4[C:32]4[NH:36][C:35](=[O:37])[O:34][N:33]=4)=[CH:22][CH:21]=3)=[C:15]([CH2:38][CH2:39][CH3:40])[N:14]=[C:13]2[CH3:41])=[CH:8][CH:7]=1)([CH3:4])[CH3:3]. The yield is 0.710. (5) The reactants are Cl[C:2]1[N:7]=[C:6]([Cl:8])[N:5]=[CH:4][N:3]=1.[CH3:9][CH:10]([S:12]([C:15]1[CH:21]=[CH:20][CH:19]=[CH:18][C:16]=1[NH2:17])(=[O:14])=[O:13])[CH3:11].C(N(CC)C(C)C)(C)C.C(=O)([O-])O.[Na+]. The catalyst is O.O1CCCC1. The product is [Cl:8][C:6]1[N:5]=[CH:4][N:3]=[C:2]([NH:17][C:16]2[CH:18]=[CH:19][CH:20]=[CH:21][C:15]=2[S:12]([CH:10]([CH3:11])[CH3:9])(=[O:14])=[O:13])[N:7]=1. The yield is 0.361.